From a dataset of Full USPTO retrosynthesis dataset with 1.9M reactions from patents (1976-2016). Predict the reactants needed to synthesize the given product. The reactants are: C(OC([O:9][C:10]([NH:12][CH2:13][CH:14]([CH2:19][CH:20]([CH3:22])[CH3:21])[CH2:15][C:16]([OH:18])=[O:17])=[O:11])C)(=O)C(C)C.C(=O)([O-])OC1C=C[CH:28]=[C:27]([CH:31]([O:33][C:34](=[O:38])[CH:35]([CH3:37])[CH3:36])C)[C:26]=1[N+]([O-])=O. Given the product [C:34]([O:33][CH:31]([O:11][C:10]([NH:12][CH2:13][CH:14]([CH2:19][CH:20]([CH3:22])[CH3:21])[CH2:15][C:16]([OH:18])=[O:17])=[O:9])[CH:27]([CH3:26])[CH3:28])(=[O:38])[CH:35]([CH3:36])[CH3:37], predict the reactants needed to synthesize it.